This data is from Full USPTO retrosynthesis dataset with 1.9M reactions from patents (1976-2016). The task is: Predict the reactants needed to synthesize the given product. (1) Given the product [O:1]1[CH:5]=[CH:4][CH:3]=[C:2]1[C:6]1[O:7][C:8]([CH3:21])=[C:9]([CH2:11][O:12][C:13]2[CH:18]=[CH:17][C:16]([CH2:19][O:20][C:23]3[N:24]=[CH:25][CH:26]=[CH:27][C:28]=3[C:29]#[N:30])=[CH:15][CH:14]=2)[N:10]=1, predict the reactants needed to synthesize it. The reactants are: [O:1]1[CH:5]=[CH:4][CH:3]=[C:2]1[C:6]1[O:7][C:8]([CH3:21])=[C:9]([CH2:11][O:12][C:13]2[CH:18]=[CH:17][C:16]([CH2:19][OH:20])=[CH:15][CH:14]=2)[N:10]=1.Cl[C:23]1[C:28]([C:29]#[N:30])=[CH:27][CH:26]=[CH:25][N:24]=1.CN(C)C=O.[H-].[Na+]. (2) Given the product [CH2:30]([N:22]([CH2:21][CH2:20][C:17]1[CH:18]=[CH:19][C:14]([S:13][C:9]2[CH:8]=[C:7]([CH:12]=[CH:11][CH:10]=2)[C:80]([O:70][CH2:68][CH3:69])=[O:81])=[CH:15][CH:16]=1)[C:23]([O:25][C:26]([CH3:29])([CH3:28])[CH3:27])=[O:24])[C:62]1[CH:63]=[CH:64][CH:65]=[CH:66][CH:67]=1, predict the reactants needed to synthesize it. The reactants are: FC(F)(F)S(O[C:7]1[CH:12]=[CH:11][CH:10]=[C:9]([S:13][C:14]2[CH:19]=[CH:18][C:17]([CH2:20][CH2:21][N:22]([CH2:30]C3C=CC=CC=3)[C:23]([O:25][C:26]([CH3:29])([CH3:28])[CH3:27])=[O:24])=[CH:16][CH:15]=2)[CH:8]=1)(=O)=O.[C:62]1(P([C:62]2[CH:67]=[CH:66][CH:65]=[CH:64][CH:63]=2)CCCP([C:62]2[CH:67]=[CH:66][CH:65]=[CH:64][CH:63]=2)[C:62]2[CH:67]=[CH:66][CH:65]=[CH:64][CH:63]=2)[CH:67]=[CH:66][CH:65]=[CH:64][CH:63]=1.[CH2:68]([OH:70])[CH3:69].C(N(CC)CC)C.CN(C)[CH:80]=[O:81]. (3) Given the product [CH3:24][O:23][C:8]1[CH:7]=[C:6]([C:4](=[O:5])[CH3:26])[C:14]2[O:13][C:12]([C:15]3[CH:20]=[CH:19][C:18]([O:21][CH3:22])=[CH:17][CH:16]=3)=[CH:11][C:10]=2[CH:9]=1, predict the reactants needed to synthesize it. The reactants are: CON(C)[C:4]([C:6]1[C:14]2[O:13][C:12]([C:15]3[CH:20]=[CH:19][C:18]([O:21][CH3:22])=[CH:17][CH:16]=3)=[CH:11][C:10]=2[CH:9]=[C:8]([O:23][CH3:24])[CH:7]=1)=[O:5].[CH3:26][Li].Cl. (4) Given the product [F:35][C:36]1[CH:37]=[C:38]([NH:42][C:43](=[O:69])[NH:44][C:45]2[CH:46]=[CH:47][C:48]([C:51]3[CH:52]=[C:53]4[C:57](=[CH:58][CH:59]=3)[C:56](=[O:60])[N:55]([C@@H:61]([CH:66]([CH3:67])[CH3:68])[C:62]([OH:64])=[O:63])[CH2:54]4)=[CH:49][CH:50]=2)[CH:39]=[CH:40][CH:41]=1, predict the reactants needed to synthesize it. The reactants are: FC1C=CC(NC(=O)NC2C=CC(C3C=C4C(=CC=3)C(=O)N([C@@H](C(C)C)C(O)=O)C4)=CC=2)=CC=1.[F:35][C:36]1[CH:37]=[C:38]([NH:42][C:43](=[O:69])[NH:44][C:45]2[CH:50]=[CH:49][C:48]([C:51]3[CH:52]=[C:53]4[C:57](=[CH:58][CH:59]=3)[C:56](=[O:60])[N:55]([C@@H:61]([CH:66]([CH3:68])[CH3:67])[C:62]([O:64]C)=[O:63])[CH2:54]4)=[CH:47][CH:46]=2)[CH:39]=[CH:40][CH:41]=1. (5) Given the product [CH3:8][CH2:9][CH2:10][CH2:11][NH:12][C:13]1[CH:18]=[CH:17][C:16]([C:19]([O:21][CH2:22][CH2:23][O:24][CH2:25][CH2:26][O:27][CH2:28][CH2:29][O:30][CH2:31][CH2:32][O:33][CH2:34][CH2:35][O:36][CH2:37][CH2:38][O:39][CH2:40][CH2:41][O:42][CH2:43][CH2:44][O:45][CH2:46][CH2:47][O:48][CH3:49])=[O:20])=[CH:15][CH:14]=1.[Si:1]([O-:5])([O-:4])([O-:3])[O-:2].[Ca+2:6].[Ca+2:6], predict the reactants needed to synthesize it. The reactants are: [Si:1]([O-:5])([O-:4])([O-:3])[O-:2].[Ca+2:6].[Ca+2].[CH3:8][CH2:9][CH2:10][CH2:11][NH:12][C:13]1[CH:14]=[CH:15][C:16]([C:19]([O:21][CH2:22][CH2:23][O:24][CH2:25][CH2:26][O:27][CH2:28][CH2:29][O:30][CH2:31][CH2:32][O:33][CH2:34][CH2:35][O:36][CH2:37][CH2:38][O:39][CH2:40][CH2:41][O:42][CH2:43][CH2:44][O:45][CH2:46][CH2:47][O:48][CH3:49])=[O:20])=[CH:17][CH:18]=1. (6) Given the product [Br:1][C:2]1[CH:7]=[CH:6][C:5]([O:8][CH2:21][CH2:20][CH2:19][NH:18][C:17](=[O:23])[O:16][C:12]([CH3:15])([CH3:14])[CH3:13])=[C:4]([N+:9]([O-:11])=[O:10])[CH:3]=1, predict the reactants needed to synthesize it. The reactants are: [Br:1][C:2]1[CH:7]=[CH:6][C:5]([OH:8])=[C:4]([N+:9]([O-:11])=[O:10])[CH:3]=1.[C:12]([O:16][C:17](=[O:23])[NH:18][CH2:19][CH2:20][CH2:21]Br)([CH3:15])([CH3:14])[CH3:13].C(=O)([O-])[O-].[Cs+].[Cs+].[I-].[K+].